From a dataset of Reaction yield outcomes from USPTO patents with 853,638 reactions. Predict the reaction yield, written as a fraction of the theoretical maximum amount of product (1.0 means a 100% yield; for example, 0.34 means a 34% yield). (1) The reactants are C([O:8][C:9]1[CH:18]=[C:17]2[C:12]([C:13]([NH:19][C:20]3[CH:21]=[C:22]([NH:27][C:28](=[O:40])[C:29]4[CH:34]=[CH:33][CH:32]=[C:31]([C:35]([C:38]#[N:39])([CH3:37])[CH3:36])[CH:30]=4)[CH:23]=[CH:24][C:25]=3[CH3:26])=[N:14][CH:15]=[N:16]2)=[CH:11][CH:10]=1)C1C=CC=CC=1. The catalyst is CO.[Pd]. The product is [C:38]([C:35]([CH3:37])([CH3:36])[C:31]1[CH:30]=[C:29]([CH:34]=[CH:33][CH:32]=1)[C:28]([NH:27][C:22]1[CH:23]=[CH:24][C:25]([CH3:26])=[C:20]([NH:19][C:13]2[C:12]3[C:17](=[CH:18][C:9]([OH:8])=[CH:10][CH:11]=3)[N:16]=[CH:15][N:14]=2)[CH:21]=1)=[O:40])#[N:39]. The yield is 0.990. (2) The reactants are C(OC(=O)[NH:7][CH2:8][C:9]([CH3:31])([C:11]1[CH:16]=[CH:15][C:14]([CH2:17][C:18](=[O:30])[C:19]2[C:28](=[O:29])[C:27]3[C:22](=[CH:23][CH:24]=[CH:25][CH:26]=3)[NH:21][CH:20]=2)=[CH:13][CH:12]=1)[CH3:10])(C)(C)C.C(O)(C(F)(F)F)=O.[OH-].[Na+]. The catalyst is C(Cl)Cl. The product is [NH2:7][CH2:8][C:9]([C:11]1[CH:16]=[CH:15][C:14]([CH2:17][C:18]([C:19]2[C:28](=[O:29])[C:27]3[C:22](=[CH:23][CH:24]=[CH:25][CH:26]=3)[NH:21][CH:20]=2)=[O:30])=[CH:13][CH:12]=1)([CH3:10])[CH3:31]. The yield is 0.910.